From a dataset of Full USPTO retrosynthesis dataset with 1.9M reactions from patents (1976-2016). Predict the reactants needed to synthesize the given product. (1) Given the product [CH3:51][O:50][C@@H:36]([CH2:37][C:38]1[CH:39]=[CH:40][C:41]([C:44](=[O:22])[CH2:45][CH2:46][CH2:47][CH2:48][O:49][C:63]2[CH:62]=[CH:61][C:60]([O:53][C:54]3[CH:59]=[CH:58][CH:57]=[CH:56][CH:55]=3)=[CH:65][CH:64]=2)=[CH:42][CH:43]=1)[C:35]([OH:34])=[O:52], predict the reactants needed to synthesize it. The reactants are: C1(P(C2C=CC=CC=2)C2C=CC=CC=2)C=CC=CC=1.CC[O:22]C(/N=N/C(OCC)=O)=O.C([O:34][C:35](=[O:52])[C@@H:36]([O:50][CH3:51])[CH2:37][C:38]1[CH:43]=[CH:42][C:41]([C:44]#[C:45][CH2:46][CH2:47][CH2:48][OH:49])=[CH:40][CH:39]=1)C.[O:53]([C:60]1[CH:65]=[CH:64][C:63](O)=[CH:62][CH:61]=1)[C:54]1[CH:59]=[CH:58][CH:57]=[CH:56][CH:55]=1. (2) Given the product [ClH:41].[CH2:1]([O:3][C:4]([C:6]1[N:7]=[C:8]([C:37]([F:39])([F:40])[F:38])[N:9]2[CH2:14][CH2:13][N:12]([C:15](=[O:36])[CH2:16][C@H:17]([NH2:28])[CH2:18][C:19]3[CH:24]=[C:23]([F:25])[C:22]([F:26])=[CH:21][C:20]=3[F:27])[CH2:11][C:10]=12)=[O:5])[CH3:2], predict the reactants needed to synthesize it. The reactants are: [CH2:1]([O:3][C:4]([C:6]1[N:7]=[C:8]([C:37]([F:40])([F:39])[F:38])[N:9]2[CH2:14][CH2:13][N:12]([C:15](=[O:36])[CH2:16][C@H:17]([NH:28]C(OC(C)(C)C)=O)[CH2:18][C:19]3[CH:24]=[C:23]([F:25])[C:22]([F:26])=[CH:21][C:20]=3[F:27])[CH2:11][C:10]=12)=[O:5])[CH3:2].[ClH:41]. (3) Given the product [C:13]([NH:1][C:2]1[CH:11]=[CH:10][C:5]([C:6]([O:8][CH3:9])=[O:7])=[CH:4][C:3]=1[CH3:12])(=[O:17])[CH2:14][CH2:15][CH3:16], predict the reactants needed to synthesize it. The reactants are: [NH2:1][C:2]1[CH:11]=[CH:10][C:5]([C:6]([O:8][CH3:9])=[O:7])=[CH:4][C:3]=1[CH3:12].[C:13](Cl)(=[O:17])[CH2:14][CH2:15][CH3:16]. (4) The reactants are: [CH3:1][C:2]1[CH:6]=[C:5]([NH:7][C:8]2[N:16]=[CH:15][CH:14]=[CH:13][C:9]=2[C:10](O)=[O:11])[N:4]([C:17]2[CH:22]=[CH:21][CH:20]=[CH:19][CH:18]=2)[N:3]=1.CC[N:25]=C=NCCCN(C)C.Cl.C1C=NC2N(O)N=NC=2C=1.C(N(CC)CC)C.N. Given the product [CH3:1][C:2]1[CH:6]=[C:5]([NH:7][C:8]2[N:16]=[CH:15][CH:14]=[CH:13][C:9]=2[C:10]([NH2:25])=[O:11])[N:4]([C:17]2[CH:22]=[CH:21][CH:20]=[CH:19][CH:18]=2)[N:3]=1, predict the reactants needed to synthesize it. (5) Given the product [Br:23][C:16]1[CH:17]=[C:18]([F:22])[CH:19]=[C:20]2[C:15]=1[NH:14][C:13]([C:11]([OH:12])=[O:10])=[CH:21]2, predict the reactants needed to synthesize it. The reactants are: O1CCCC1.[OH-].[Li+].C([O:10][C:11]([C:13]1[NH:14][C:15]2[C:20]([CH:21]=1)=[CH:19][C:18]([F:22])=[CH:17][C:16]=2[Br:23])=[O:12])C. (6) Given the product [Cl:40][C:37]1[CH:38]=[CH:39][C:31]([NH:30][C:28](=[O:29])[CH2:27][O:26][CH2:25][C:24]([NH:23][C:19]2[CH:20]=[CH:21][CH:22]=[C:17]([C:9]3[CH:10]=[N:11][N:12]([CH3:14])[CH:13]=3)[CH:18]=2)=[O:41])=[C:32]([CH:36]=1)[C:33]([OH:35])=[O:34], predict the reactants needed to synthesize it. The reactants are: CC1(C)C(C)(C)OB([C:9]2[CH:10]=[N:11][N:12]([CH3:14])[CH:13]=2)O1.Br[C:17]1[CH:18]=[C:19]([NH:23][C:24](=[O:41])[CH2:25][O:26][CH2:27][C:28]([NH:30][C:31]2[CH:39]=[CH:38][C:37]([Cl:40])=[CH:36][C:32]=2[C:33]([OH:35])=[O:34])=[O:29])[CH:20]=[CH:21][CH:22]=1.